Dataset: NCI-60 drug combinations with 297,098 pairs across 59 cell lines. Task: Regression. Given two drug SMILES strings and cell line genomic features, predict the synergy score measuring deviation from expected non-interaction effect. (1) Drug 1: C1CCC(C(C1)N)N.C(=O)(C(=O)[O-])[O-].[Pt+4]. Drug 2: CCC1(C2=C(COC1=O)C(=O)N3CC4=CC5=C(C=CC(=C5CN(C)C)O)N=C4C3=C2)O.Cl. Cell line: SW-620. Synergy scores: CSS=55.5, Synergy_ZIP=-5.09, Synergy_Bliss=-5.25, Synergy_Loewe=-0.206, Synergy_HSA=2.57. (2) Drug 1: C1CCN(CC1)CCOC2=CC=C(C=C2)C(=O)C3=C(SC4=C3C=CC(=C4)O)C5=CC=C(C=C5)O. Drug 2: C1CN(P(=O)(OC1)NCCCl)CCCl. Cell line: RPMI-8226. Synergy scores: CSS=-12.6, Synergy_ZIP=7.17, Synergy_Bliss=6.82, Synergy_Loewe=-12.3, Synergy_HSA=-9.99. (3) Drug 1: CC(C)(C#N)C1=CC(=CC(=C1)CN2C=NC=N2)C(C)(C)C#N. Drug 2: CN(C(=O)NC(C=O)C(C(C(CO)O)O)O)N=O. Cell line: U251. Synergy scores: CSS=-1.25, Synergy_ZIP=-3.49, Synergy_Bliss=-9.80, Synergy_Loewe=-4.76, Synergy_HSA=-8.79. (4) Drug 1: CN(CC1=CN=C2C(=N1)C(=NC(=N2)N)N)C3=CC=C(C=C3)C(=O)NC(CCC(=O)O)C(=O)O. Drug 2: C1CNP(=O)(OC1)N(CCCl)CCCl. Cell line: SK-MEL-5. Synergy scores: CSS=47.3, Synergy_ZIP=0.864, Synergy_Bliss=2.38, Synergy_Loewe=-50.4, Synergy_HSA=1.45. (5) Drug 1: CN1C(=O)N2C=NC(=C2N=N1)C(=O)N. Drug 2: N.N.Cl[Pt+2]Cl. Cell line: MDA-MB-435. Synergy scores: CSS=18.4, Synergy_ZIP=-6.20, Synergy_Bliss=-3.93, Synergy_Loewe=-7.79, Synergy_HSA=-2.78. (6) Drug 1: CC=C1C(=O)NC(C(=O)OC2CC(=O)NC(C(=O)NC(CSSCCC=C2)C(=O)N1)C(C)C)C(C)C. Drug 2: C(CCl)NC(=O)N(CCCl)N=O. Cell line: SF-295. Synergy scores: CSS=42.7, Synergy_ZIP=2.20, Synergy_Bliss=3.80, Synergy_Loewe=-41.0, Synergy_HSA=0.547. (7) Drug 1: CC1=C(C(=CC=C1)Cl)NC(=O)C2=CN=C(S2)NC3=CC(=NC(=N3)C)N4CCN(CC4)CCO. Drug 2: CCN(CC)CCCC(C)NC1=C2C=C(C=CC2=NC3=C1C=CC(=C3)Cl)OC. Cell line: SF-539. Synergy scores: CSS=33.0, Synergy_ZIP=-8.14, Synergy_Bliss=-2.55, Synergy_Loewe=-7.51, Synergy_HSA=0.0443. (8) Drug 2: C1=CC(=C(C=C1I)F)NC2=C(C=CC(=C2F)F)C(=O)NOCC(CO)O. Synergy scores: CSS=36.8, Synergy_ZIP=-8.62, Synergy_Bliss=-8.36, Synergy_Loewe=-33.1, Synergy_HSA=-4.89. Drug 1: CN(C)C(=N)N=C(N)N. Cell line: NCIH23. (9) Drug 1: CN(C)C1=NC(=NC(=N1)N(C)C)N(C)C. Drug 2: CS(=O)(=O)CCNCC1=CC=C(O1)C2=CC3=C(C=C2)N=CN=C3NC4=CC(=C(C=C4)OCC5=CC(=CC=C5)F)Cl. Cell line: MALME-3M. Synergy scores: CSS=-7.31, Synergy_ZIP=8.65, Synergy_Bliss=11.9, Synergy_Loewe=-7.00, Synergy_HSA=-5.48. (10) Drug 1: C1=C(C(=O)NC(=O)N1)F. Drug 2: CNC(=O)C1=NC=CC(=C1)OC2=CC=C(C=C2)NC(=O)NC3=CC(=C(C=C3)Cl)C(F)(F)F. Cell line: HL-60(TB). Synergy scores: CSS=39.9, Synergy_ZIP=-21.7, Synergy_Bliss=-24.8, Synergy_Loewe=-24.0, Synergy_HSA=-22.1.